From a dataset of Forward reaction prediction with 1.9M reactions from USPTO patents (1976-2016). Predict the product of the given reaction. (1) Given the reactants [CH3:1][C@:2]12[C@@:19]3([CH3:20])[C@@H:10]([C@:11]4([CH3:32])[C@@H:16]([CH2:17][CH2:18]3)[C:15]([CH3:22])([CH3:21])[C:14]([C:23]3[CH:31]=[CH:30][C:26]([C:27]([OH:29])=[O:28])=[CH:25][CH:24]=3)=[CH:13][CH2:12]4)[CH2:9][CH2:8][C@@H:7]1[C@H:6]1[C@H:33]([C:36]([CH3:38])=[CH2:37])[CH2:34][CH2:35][C@:5]1([NH:39][CH2:40][CH2:41][NH:42]C1C=NC=CC=1)[CH2:4][CH2:3]2.Br[C:50]1[S:51][CH:52]=[CH:53][N:54]=1.C(O)(C(F)(F)F)=O, predict the reaction product. The product is: [CH3:1][C@:2]12[C@@:19]3([CH3:20])[C@@H:10]([C@:11]4([CH3:32])[C@@H:16]([CH2:17][CH2:18]3)[C:15]([CH3:21])([CH3:22])[C:14]([C:23]3[CH:31]=[CH:30][C:26]([C:27]([OH:29])=[O:28])=[CH:25][CH:24]=3)=[CH:13][CH2:12]4)[CH2:9][CH2:8][C@@H:7]1[C@H:6]1[C@H:33]([C:36]([CH3:38])=[CH2:37])[CH2:34][CH2:35][C@:5]1([NH:39][CH2:40][CH2:41][NH:42][C:50]1[S:51][CH:52]=[CH:53][N:54]=1)[CH2:4][CH2:3]2. (2) Given the reactants [NH2:1][C:2]1[CH:3]=[C:4]([CH2:8][C:9]#[N:10])[CH:5]=[CH:6][CH:7]=1.[C:11](Cl)(=[O:13])[CH3:12], predict the reaction product. The product is: [C:9]([CH2:8][C:4]1[CH:3]=[C:2]([NH:1][C:11](=[O:13])[CH3:12])[CH:7]=[CH:6][CH:5]=1)#[N:10]. (3) The product is: [CH3:18][C:13]1([CH3:3])[CH2:11][CH2:10][C:9]2[C:30](=[CH:5][CH:6]=[CH:7][CH:8]=2)[CH:29]1[O:28][C:25](=[O:27])[CH3:26]. Given the reactants [H-].[Na+].[CH2:3]1[CH2:13][C:11](=O)[C:10]2[C:5](=[CH:6][CH:7]=[CH:8][CH:9]=2)C1.IC.[BH4-].[Na+].[CH2:18](N(CC)CC)C.[C:25]([O:28][C:29](=O)[CH3:30])(=[O:27])[CH3:26], predict the reaction product. (4) Given the reactants [NH2:1][C:2]1[C:3]([NH:10][C:11]2[CH:16]=[CH:15][C:14]([CH2:17][CH2:18][OH:19])=[CH:13][CH:12]=2)=[N:4][C:5]([CH3:9])=[CH:6][C:7]=1[CH3:8].[C:20](Cl)(=[O:23])[CH2:21][CH3:22].O.[C:26]1(C)[CH:31]=CC=C[CH:27]=1, predict the reaction product. The product is: [C:20]([O:19][CH2:18][CH2:17][C:14]1[CH:15]=[CH:16][C:11]([N:10]2[C:3]3=[N:4][C:5]([CH3:9])=[CH:6][C:7]([CH3:8])=[C:2]3[N:1]=[C:27]2[CH2:26][CH3:31])=[CH:12][CH:13]=1)(=[O:23])[CH2:21][CH3:22]. (5) Given the reactants O1CCCCC1[O:7][NH:8][C:9](=[O:39])[CH2:10][C@@:11]1([C:26]2[S:27][C:28]([C:31]3[CH:36]=[CH:35][C:34]([CH2:37][CH3:38])=[CH:33][CH:32]=3)=[CH:29][CH:30]=2)[S:17](=[O:19])(=[O:18])[CH2:16][CH2:15][N:14]([S:20]([CH2:23][CH2:24][CH3:25])(=[O:22])=[O:21])[CH2:13][CH2:12]1.O.C1(C)C(S(O)(=O)=O)=CC=CC=1, predict the reaction product. The product is: [OH:7][NH:8][C:9](=[O:39])[CH2:10][C@@:11]1([C:26]2[S:27][C:28]([C:31]3[CH:36]=[CH:35][C:34]([CH2:37][CH3:38])=[CH:33][CH:32]=3)=[CH:29][CH:30]=2)[S:17](=[O:18])(=[O:19])[CH2:16][CH2:15][N:14]([S:20]([CH2:23][CH2:24][CH3:25])(=[O:22])=[O:21])[CH2:13][CH2:12]1. (6) Given the reactants N[C:2]1[N:6]([C:7]2[CH:12]=[CH:11][CH:10]=[C:9]([F:13])[CH:8]=2)[N:5]=[CH:4][C:3]=1[C:14]([O:16]CC)=[O:15].N(OCCC(C)C)=O.[Li+].[OH-].Cl, predict the reaction product. The product is: [F:13][C:9]1[CH:8]=[C:7]([N:6]2[CH:2]=[C:3]([C:14]([OH:16])=[O:15])[CH:4]=[N:5]2)[CH:12]=[CH:11][CH:10]=1.